From a dataset of NCI-60 drug combinations with 297,098 pairs across 59 cell lines. Regression. Given two drug SMILES strings and cell line genomic features, predict the synergy score measuring deviation from expected non-interaction effect. (1) Drug 1: COC1=CC(=CC(=C1O)OC)C2C3C(COC3=O)C(C4=CC5=C(C=C24)OCO5)OC6C(C(C7C(O6)COC(O7)C8=CC=CS8)O)O. Drug 2: C1=CC=C(C=C1)NC(=O)CCCCCCC(=O)NO. Cell line: MDA-MB-231. Synergy scores: CSS=42.3, Synergy_ZIP=9.53, Synergy_Bliss=12.8, Synergy_Loewe=7.57, Synergy_HSA=15.2. (2) Drug 1: CC1=CC2C(CCC3(C2CCC3(C(=O)C)OC(=O)C)C)C4(C1=CC(=O)CC4)C. Drug 2: C(CN)CNCCSP(=O)(O)O. Cell line: OVCAR-4. Synergy scores: CSS=2.78, Synergy_ZIP=-0.530, Synergy_Bliss=-1.16, Synergy_Loewe=-1.24, Synergy_HSA=-1.40. (3) Drug 1: CC1=C(C=C(C=C1)NC2=NC=CC(=N2)N(C)C3=CC4=NN(C(=C4C=C3)C)C)S(=O)(=O)N.Cl. Drug 2: CC12CCC3C(C1CCC2O)C(CC4=C3C=CC(=C4)O)CCCCCCCCCS(=O)CCCC(C(F)(F)F)(F)F. Cell line: MDA-MB-231. Synergy scores: CSS=10.9, Synergy_ZIP=-2.18, Synergy_Bliss=0.501, Synergy_Loewe=1.71, Synergy_HSA=2.01. (4) Drug 1: C1CN1P(=S)(N2CC2)N3CC3. Drug 2: CC(C)NC(=O)C1=CC=C(C=C1)CNNC.Cl. Cell line: NCI-H226. Synergy scores: CSS=-1.45, Synergy_ZIP=-1.24, Synergy_Bliss=-4.26, Synergy_Loewe=-7.67, Synergy_HSA=-3.86. (5) Drug 1: CC1C(C(CC(O1)OC2CC(OC(C2O)C)OC3=CC4=CC5=C(C(=O)C(C(C5)C(C(=O)C(C(C)O)O)OC)OC6CC(C(C(O6)C)O)OC7CC(C(C(O7)C)O)OC8CC(C(C(O8)C)O)(C)O)C(=C4C(=C3C)O)O)O)O. Drug 2: CC1=C(N=C(N=C1N)C(CC(=O)N)NCC(C(=O)N)N)C(=O)NC(C(C2=CN=CN2)OC3C(C(C(C(O3)CO)O)O)OC4C(C(C(C(O4)CO)O)OC(=O)N)O)C(=O)NC(C)C(C(C)C(=O)NC(C(C)O)C(=O)NCCC5=NC(=CS5)C6=NC(=CS6)C(=O)NCCC[S+](C)C)O. Cell line: ACHN. Synergy scores: CSS=55.9, Synergy_ZIP=-0.859, Synergy_Bliss=-1.42, Synergy_Loewe=-2.42, Synergy_HSA=-0.299. (6) Drug 1: C1CC(=O)NC(=O)C1N2CC3=C(C2=O)C=CC=C3N. Drug 2: C1=NC2=C(N=C(N=C2N1C3C(C(C(O3)CO)O)F)Cl)N. Cell line: SK-MEL-28. Synergy scores: CSS=5.66, Synergy_ZIP=-10.9, Synergy_Bliss=-5.01, Synergy_Loewe=-30.5, Synergy_HSA=-4.38. (7) Drug 1: CN1C(=O)N2C=NC(=C2N=N1)C(=O)N. Drug 2: CCN(CC)CCNC(=O)C1=C(NC(=C1C)C=C2C3=C(C=CC(=C3)F)NC2=O)C. Cell line: HOP-62. Synergy scores: CSS=-4.27, Synergy_ZIP=2.35, Synergy_Bliss=0.301, Synergy_Loewe=-4.80, Synergy_HSA=-4.72. (8) Drug 1: CC1=C(C(CCC1)(C)C)C=CC(=CC=CC(=CC(=O)O)C)C. Drug 2: CC1=C(N=C(N=C1N)C(CC(=O)N)NCC(C(=O)N)N)C(=O)NC(C(C2=CN=CN2)OC3C(C(C(C(O3)CO)O)O)OC4C(C(C(C(O4)CO)O)OC(=O)N)O)C(=O)NC(C)C(C(C)C(=O)NC(C(C)O)C(=O)NCCC5=NC(=CS5)C6=NC(=CS6)C(=O)NCCC[S+](C)C)O. Cell line: NCI/ADR-RES. Synergy scores: CSS=31.7, Synergy_ZIP=3.81, Synergy_Bliss=-5.21, Synergy_Loewe=-28.6, Synergy_HSA=-5.89. (9) Drug 1: C1=NC2=C(N=C(N=C2N1C3C(C(C(O3)CO)O)O)F)N. Drug 2: CC(C)(C#N)C1=CC(=CC(=C1)CN2C=NC=N2)C(C)(C)C#N. Cell line: T-47D. Synergy scores: CSS=1.48, Synergy_ZIP=-3.80, Synergy_Bliss=-7.20, Synergy_Loewe=-6.61, Synergy_HSA=-6.68. (10) Drug 1: C1CCC(CC1)NC(=O)N(CCCl)N=O. Drug 2: C1=CC=C(C(=C1)C(C2=CC=C(C=C2)Cl)C(Cl)Cl)Cl. Cell line: SF-295. Synergy scores: CSS=36.2, Synergy_ZIP=-1.45, Synergy_Bliss=4.02, Synergy_Loewe=-3.05, Synergy_HSA=3.25.